This data is from Full USPTO retrosynthesis dataset with 1.9M reactions from patents (1976-2016). The task is: Predict the reactants needed to synthesize the given product. Given the product [CH2:1]([O:8][C:9]1[CH:31]=[CH:30][C:29]([C:32]2[N:39]=[C:36]([CH3:37])[S:38][CH:33]=2)=[CH:28][C:10]=1[C:11]([NH:13][C:14]1[CH:19]=[C:18]([C:20]([F:22])([F:23])[F:21])[CH:17]=[C:16]([C:24]([F:27])([F:25])[F:26])[CH:15]=1)=[O:12])[C:2]1[CH:7]=[CH:6][CH:5]=[CH:4][CH:3]=1, predict the reactants needed to synthesize it. The reactants are: [CH2:1]([O:8][C:9]1[CH:31]=[CH:30][C:29]([C:32](=O)[CH2:33]Br)=[CH:28][C:10]=1[C:11]([NH:13][C:14]1[CH:19]=[C:18]([C:20]([F:23])([F:22])[F:21])[CH:17]=[C:16]([C:24]([F:27])([F:26])[F:25])[CH:15]=1)=[O:12])[C:2]1[CH:7]=[CH:6][CH:5]=[CH:4][CH:3]=1.[C:36]([NH2:39])(=[S:38])[CH3:37].C(=O)([O-])O.[Na+].C(O)C.